From a dataset of Forward reaction prediction with 1.9M reactions from USPTO patents (1976-2016). Predict the product of the given reaction. (1) Given the reactants [CH2:1]([C:4]1[CH:29]=[C:28]([O:30][C:31]2[CH:36]=[CH:35][CH:34]=[CH:33][CH:32]=2)[CH:27]=[CH:26][C:5]=1[O:6][CH2:7][CH2:8][CH2:9][O:10][C:11]1[CH:20]=[C:19]2[C:14]([CH2:15][CH2:16][CH:17]([C:21]([O:23][CH2:24][CH3:25])=[O:22])[O:18]2)=[CH:13][CH:12]=1)[CH2:2][CH3:3].CN(C)P(N(C)C)(N(C)C)=O.C[Si]([N-][Si](C)(C)C)(C)C.[Na+].I[CH2:59][CH2:60][CH3:61], predict the reaction product. The product is: [CH2:1]([C:4]1[CH:29]=[C:28]([O:30][C:31]2[CH:32]=[CH:33][CH:34]=[CH:35][CH:36]=2)[CH:27]=[CH:26][C:5]=1[O:6][CH2:7][CH2:8][CH2:9][O:10][C:11]1[CH:20]=[C:19]2[C:14]([CH2:15][CH2:16][C:17]([CH2:59][CH2:60][CH3:61])([C:21]([O:23][CH2:24][CH3:25])=[O:22])[O:18]2)=[CH:13][CH:12]=1)[CH2:2][CH3:3]. (2) The product is: [CH2:1]([O:8][C:9]1[CH:10]=[C:11]([C:2]2[CH:7]=[CH:6][C:5]([C:30]#[N:27])=[CH:4][C:3]=2[O:24][CH2:14][CH2:9][CH2:10][CH2:18][OH:21])[CH:12]=[CH:13][CH:14]=1)[C:2]1[CH:7]=[CH:6][CH:5]=[CH:4][CH:3]=1. Given the reactants [CH2:1]([O:8][C:9]1[CH:10]=[C:11](B(O)O)[CH:12]=[CH:13][CH:14]=1)[C:2]1[CH:7]=[CH:6][CH:5]=[CH:4][CH:3]=1.[C:18](=[O:21])([O-])[O-].[Na+].[Na+].[OH2:24].Cl.C[N:27]([CH3:30])C=O, predict the reaction product.